From a dataset of HIV replication inhibition screening data with 41,000+ compounds from the AIDS Antiviral Screen. Binary Classification. Given a drug SMILES string, predict its activity (active/inactive) in a high-throughput screening assay against a specified biological target. (1) The drug is N=C1NCC(CN2CCCCC2)O1. The result is 0 (inactive). (2) The compound is COC(=O)C1=C(C(=O)NNc2ccccc2)N(c2cccnc2Cl)C(c2ccccc2)=CC1c1ccccc1. The result is 0 (inactive). (3) The compound is CCOC(=O)C(=NNc1ccc(C)cc1)N1C(=S)N(C)N=C(C)C=C1S. The result is 0 (inactive). (4) The molecule is Cc1cc(O)c(C(C)C)cc1NC(=O)Nc1cccc2ccccc12. The result is 0 (inactive). (5) The drug is CCN1CCC(O)(C=Cc2ccc(C(C)C)cc2)C(C(=O)C=Cc2ccc(C(C)C)cc2)C1.Cl. The result is 0 (inactive). (6) The compound is CC1=CC(=NN(C)C)C(C(O)(C(F)(F)F)C(F)(F)F)C(C)(C)C1. The result is 0 (inactive). (7) The drug is NS(=O)(=O)c1ccc(NC(=O)Nc2ccc(F)cc2)cc1. The result is 0 (inactive). (8) The molecule is N[Ru-4](N)(N)(Cl)(Cl)Cl. The result is 0 (inactive). (9) The compound is CC(C)C(C)C1(C)CC1C(C)C1CCC(C2CC=C3CC(O)CCC3(C)C2=O)C1(C)CCO. The result is 0 (inactive).